From a dataset of Forward reaction prediction with 1.9M reactions from USPTO patents (1976-2016). Predict the product of the given reaction. (1) Given the reactants [CH:1]([N:4]1[C:8]([C:9]2[N:10]=[C:11]3[C:17]4[CH:18]=[CH:19][C:20]([C:22](O)=[O:23])=[CH:21][C:16]=4[O:15][CH2:14][CH2:13][N:12]3[CH:25]=2)=[N:7][C:6]([CH3:26])=[N:5]1)([CH3:3])[CH3:2].Cl.[CH3:28][O:29][NH:30][CH3:31].C(N(C(C)C)C(C)C)C.CN(C(ON1N=NC2C=CC=CC1=2)=[N+](C)C)C.F[P-](F)(F)(F)(F)F, predict the reaction product. The product is: [CH:1]([N:4]1[C:8]([C:9]2[N:10]=[C:11]3[C:17]4[CH:18]=[CH:19][C:20]([C:22]([N:30]([O:29][CH3:28])[CH3:31])=[O:23])=[CH:21][C:16]=4[O:15][CH2:14][CH2:13][N:12]3[CH:25]=2)=[N:7][C:6]([CH3:26])=[N:5]1)([CH3:2])[CH3:3]. (2) Given the reactants CON(C)[C:4](=[O:13])[C:5]1[CH:10]=[C:9]([CH3:11])[N:8]=[C:7]([CH3:12])[CH:6]=1.[CH2:15](Br)[C:16]1[CH:21]=[CH:20][CH:19]=[CH:18][CH:17]=1.[Li]CCCC.[NH4+].[Cl-], predict the reaction product. The product is: [CH3:11][C:9]1[CH:10]=[C:5]([C:4](=[O:13])[CH2:15][C:16]2[CH:21]=[CH:20][CH:19]=[CH:18][CH:17]=2)[CH:6]=[C:7]([CH3:12])[N:8]=1. (3) Given the reactants [CH3:1][Si:2]([CH3:21])([CH3:20])[CH2:3][CH2:4][O:5][C:6]([NH:8][CH:9]([CH2:13][CH:14]1[CH2:17][C:16]([F:19])([F:18])[CH2:15]1)[C:10](O)=[O:11])=[O:7].CN1CCOCC1.ClC(OCC(C)C)=O.ClC([O-])=O.[BH4-].[Na+], predict the reaction product. The product is: [F:19][C:16]1([F:18])[CH2:17][CH:14]([CH2:13][CH:9]([NH:8][C:6](=[O:7])[O:5][CH2:4][CH2:3][Si:2]([CH3:20])([CH3:1])[CH3:21])[CH2:10][OH:11])[CH2:15]1. (4) Given the reactants [OH:1]OS([O-])=O.[K+].[Cl:7][C:8]1[N:13]=[C:12]2[NH:14][CH:15]([S:17][CH3:18])[NH:16][C:11]2=[CH:10][C:9]=1[Cl:19].[OH2:20], predict the reaction product. The product is: [Cl:7][C:8]1[N:13]=[C:12]2[N:14]=[C:15]([S:17]([CH3:18])(=[O:1])=[O:20])[NH:16][C:11]2=[CH:10][C:9]=1[Cl:19]. (5) Given the reactants [Cl:1][C:2]1[CH:3]=[C:4]2[C:10](I)=[CH:9][N:8]([Si:12]([CH:19]([CH3:21])[CH3:20])([CH:16]([CH3:18])[CH3:17])[CH:13]([CH3:15])[CH3:14])[C:5]2=[N:6][CH:7]=1.C([Mg]Cl)(C)C.[Cl:27][C:28]1[CH:29]=[C:30]([CH:41]=[CH:42][CH:43]=1)[CH2:31][NH:32][C:33]1[CH:34]=[C:35]([CH:39]=[O:40])[N:36]([CH3:38])[N:37]=1, predict the reaction product. The product is: [Cl:27][C:28]1[CH:29]=[C:30]([CH:41]=[CH:42][CH:43]=1)[CH2:31][NH:32][C:33]1[CH:34]=[C:35]([CH:39]([C:10]2[C:4]3[C:5](=[N:6][CH:7]=[C:2]([Cl:1])[CH:3]=3)[N:8]([Si:12]([CH:19]([CH3:21])[CH3:20])([CH:16]([CH3:18])[CH3:17])[CH:13]([CH3:15])[CH3:14])[CH:9]=2)[OH:40])[N:36]([CH3:38])[N:37]=1. (6) Given the reactants Br[C:2]1[CH:11]=[CH:10][CH:9]=[C:8]2[C:3]=1[CH:4]=[CH:5][C:6]([S:12]([N:15]([C:24]1[CH:29]=[CH:28][N:27]=[CH:26][N:25]=1)[CH2:16][O:17][CH2:18][CH2:19][Si:20]([CH3:23])([CH3:22])[CH3:21])(=[O:14])=[O:13])=[CH:7]2.[B:30]1([B:30]2[O:34][C:33]([CH3:36])([CH3:35])[C:32]([CH3:38])([CH3:37])[O:31]2)[O:34][C:33]([CH3:36])([CH3:35])[C:32]([CH3:38])([CH3:37])[O:31]1.C([O-])(=O)C.[K+], predict the reaction product. The product is: [N:27]1[CH:28]=[CH:29][C:24]([N:15]([CH2:16][O:17][CH2:18][CH2:19][Si:20]([CH3:23])([CH3:21])[CH3:22])[S:12]([C:6]2[CH:5]=[CH:4][C:3]3[C:8](=[CH:9][CH:10]=[CH:11][C:2]=3[B:30]3[O:34][C:33]([CH3:36])([CH3:35])[C:32]([CH3:38])([CH3:37])[O:31]3)[CH:7]=2)(=[O:13])=[O:14])=[N:25][CH:26]=1. (7) Given the reactants [CH3:1][N:2]([CH3:19])[CH2:3][CH2:4][N:5]([CH3:18])[C:6]1[S:7][C:8]2[CH:14]=[C:13]([N+:15]([O-])=O)[CH:12]=[CH:11][C:9]=2[N:10]=1.[H][H], predict the reaction product. The product is: [CH3:1][N:2]([CH3:19])[CH2:3][CH2:4][N:5]([CH3:18])[C:6]1[S:7][C:8]2[CH:14]=[C:13]([NH2:15])[CH:12]=[CH:11][C:9]=2[N:10]=1. (8) The product is: [Cl:1][C:2]1[CH:3]=[C:4]2[C:9](=[CH:10][C:11]=1[C:12]([N:14]1[CH2:15][CH2:16][CH2:17][CH2:18]1)=[O:13])[N:8]=[CH:7][N:6]=[C:5]2[NH:19][CH:20]([C:26]1[NH:30][C:29]2[CH:38]=[CH:39][C:40]([Cl:42])=[CH:41][C:28]=2[N:27]=1)[CH2:21][CH2:22][C:23]([NH:48][CH:43]1[CH2:47][CH2:46][CH2:45][CH2:44]1)=[O:25]. Given the reactants [Cl:1][C:2]1[CH:3]=[C:4]2[C:9](=[CH:10][C:11]=1[C:12]([N:14]1[CH2:18][CH2:17][CH2:16][CH2:15]1)=[O:13])[N:8]=[CH:7][N:6]=[C:5]2[NH:19][CH:20]([C:26]1[N:30](C(OC(C)(C)C)=O)[C:29]2[CH:38]=[CH:39][C:40]([Cl:42])=[CH:41][C:28]=2[N:27]=1)[CH2:21][CH2:22][C:23]([OH:25])=O.[CH:43]1([NH2:48])[CH2:47][CH2:46][CH2:45][CH2:44]1.CN(C(ON1N=NC2C=CC=CC1=2)=[N+](C)C)C.[B-](F)(F)(F)F.FC(F)(F)C(O)=O, predict the reaction product. (9) Given the reactants Cl[C:2]([O:4][CH2:5][CH3:6])=[O:3].[NH2:7][C:8]1[CH:16]=[C:15]([Br:17])[CH:14]=[CH:13][C:9]=1[C:10]([OH:12])=[O:11], predict the reaction product. The product is: [Br:17][C:15]1[CH:14]=[CH:13][C:9]([C:10]([OH:12])=[O:11])=[C:8]([NH:7][C:2]([O:4][CH2:5][CH3:6])=[O:3])[CH:16]=1. (10) Given the reactants CS([C:4]1(SC)[CH2:7][CH:6]([O:8][CH2:9][C:10]2[CH:15]=[CH:14][CH:13]=[CH:12][CH:11]=2)[CH2:5]1)=O.Cl(O)(=O)(=O)=[O:19].C([O-])(O)=O.[Na+].[O-]S([O-])(=O)=O.[Mg+2], predict the reaction product. The product is: [CH2:9]([O:8][CH:6]1[CH2:7][C:4](=[O:19])[CH2:5]1)[C:10]1[CH:15]=[CH:14][CH:13]=[CH:12][CH:11]=1.